This data is from Forward reaction prediction with 1.9M reactions from USPTO patents (1976-2016). The task is: Predict the product of the given reaction. (1) Given the reactants [Br-].[Br-].[Br-].[NH+]1C=CC=CC=1.[NH+]1C=CC=CC=1.[NH+]1C=CC=CC=1.[CH2:22]([N:25]([CH2:37][CH2:38][CH3:39])[CH2:26][CH2:27][C:28]1[CH:36]=[CH:35][CH:34]=[C:33]2[C:29]=1[CH:30]=[CH:31][NH:32]2)[CH2:23][CH3:24].[OH-:40].[Na+], predict the reaction product. The product is: [CH2:37]([N:25]([CH2:22][CH2:23][CH3:24])[CH2:26][CH2:27][C:28]1[C:29]2[C:33]([CH:34]=[CH:35][CH:36]=1)=[N:32][C:31](=[O:40])[CH:30]=2)[CH2:38][CH3:39]. (2) Given the reactants [Cl:1][C:2]1[CH:7]=[CH:6][C:5]([N:8]2[C:13](=[O:14])[CH:12]=[C:11]([C:15]([F:18])([F:17])[F:16])[N:10]([CH3:19])[C:9]2=[O:20])=[CH:4][C:3]=1[CH:21](OC)OC.[OH:26][CH:27]([CH:29]([OH:31])[CH3:30])[CH3:28].C1(C)C=CC(S(O)(=O)=O)=CC=1.O, predict the reaction product. The product is: [Cl:1][C:2]1[CH:7]=[CH:6][C:5]([N:8]2[C:13](=[O:14])[CH:12]=[C:11]([C:15]([F:16])([F:18])[F:17])[N:10]([CH3:19])[C:9]2=[O:20])=[CH:4][C:3]=1[CH:21]1[O:31][CH:29]([CH3:30])[CH:27]([CH3:28])[O:26]1. (3) The product is: [C:1]([O:5][C:6]([NH:8][C:9]1([C:13]2[CH:14]=[CH:15][C:16]([C:19]3[N:20]=[C:21]4[C:26]([O:27][CH2:39][CH3:40])=[CH:25][C:24]([C:28]([O:30][CH3:31])=[O:29])=[N:23][N:22]4[C:32]=3[C:33]3[CH:34]=[CH:35][CH:36]=[CH:37][CH:38]=3)=[CH:17][CH:18]=2)[CH2:10][CH2:11][CH2:12]1)=[O:7])([CH3:4])([CH3:2])[CH3:3]. Given the reactants [C:1]([O:5][C:6]([NH:8][C:9]1([C:13]2[CH:18]=[CH:17][C:16]([C:19]3[N:20]=[C:21]4[C:26]([OH:27])=[CH:25][C:24]([C:28]([O:30][CH3:31])=[O:29])=[N:23][N:22]4[C:32]=3[C:33]3[CH:38]=[CH:37][CH:36]=[CH:35][CH:34]=3)=[CH:15][CH:14]=2)[CH2:12][CH2:11][CH2:10]1)=[O:7])([CH3:4])([CH3:3])[CH3:2].[CH2:39](I)[CH3:40].C(=O)([O-])[O-], predict the reaction product. (4) Given the reactants C[Al](C)C.[CH:5]([NH2:8])([CH3:7])[CH3:6].C[O:10][C:11]([C:13]1[O:17][N:16]=[C:15]([O:18][CH2:19][C:20]2[C:21]([CH2:26][CH2:27][CH2:28][CH3:29])=[N:22][O:23][C:24]=2[CH3:25])[CH:14]=1)=O.[C@H](O)(C([O-])=O)[C@@H](O)C([O-])=O.[Na+].[K+], predict the reaction product. The product is: [CH:5]([NH:8][C:11]([C:13]1[O:17][N:16]=[C:15]([O:18][CH2:19][C:20]2[C:21]([CH2:26][CH2:27][CH2:28][CH3:29])=[N:22][O:23][C:24]=2[CH3:25])[CH:14]=1)=[O:10])([CH3:7])[CH3:6]. (5) Given the reactants [Cl:1][C:2]1[N:11]=[C:10]([C:12]2[CH:17]=[CH:16][CH:15]=[CH:14][CH:13]=2)[C:9]([C:18]2[CH:23]=[CH:22][C:21](=[O:24])[N:20]([CH:25]([CH3:27])[CH3:26])[N:19]=2)=[CH:8][C:3]=1[C:4]([O:6]C)=[O:5].[OH-].[Na+].Cl, predict the reaction product. The product is: [Cl:1][C:2]1[N:11]=[C:10]([C:12]2[CH:13]=[CH:14][CH:15]=[CH:16][CH:17]=2)[C:9]([C:18]2[CH:23]=[CH:22][C:21](=[O:24])[N:20]([CH:25]([CH3:27])[CH3:26])[N:19]=2)=[CH:8][C:3]=1[C:4]([OH:6])=[O:5]. (6) Given the reactants [OH:1][CH:2]1[O:10][C@H:9]([CH2:11][OH:12])[C@@H:7]([OH:8])[C@H:5]([OH:6])[C@H:3]1[NH2:4].Cl.OC1O[C@H](CO)[C@@H](O)[C@H](O)[C@H]1N.[CH:26](=O)[C:27]1[CH:32]=[CH:31][C:30]([O:33][CH3:34])=[CH:29][CH:28]=1, predict the reaction product. The product is: [CH3:34][O:33][C:30]1[CH:31]=[CH:32][C:27]([CH:26]=[N:4][C@@H:3]2[C@@H:5]([OH:6])[C@H:7]([OH:8])[C@@H:9]([CH2:11][OH:12])[O:10][CH:2]2[OH:1])=[CH:28][CH:29]=1. (7) Given the reactants CC(C)([O-])C.[K+].[Br:7][C:8]1[CH:13]=[CH:12][NH:11][C:10](=[O:14])[CH:9]=1.C(=O)([O-])[O-].[K+].[K+].CC1C=CC(S(O[CH:32]2[CH2:37][CH2:36][N:35]([C:38]([O:40][C:41]([CH3:44])([CH3:43])[CH3:42])=[O:39])[CH2:34][CH2:33]2)(=O)=O)=CC=1, predict the reaction product. The product is: [Br:7][C:8]1[CH:13]=[CH:12][N:11]([CH:32]2[CH2:37][CH2:36][N:35]([C:38]([O:40][C:41]([CH3:44])([CH3:43])[CH3:42])=[O:39])[CH2:34][CH2:33]2)[C:10](=[O:14])[CH:9]=1. (8) Given the reactants [CH2:1]([NH:13][C:14]([C:16]1[CH:17]=[C:18]([C:27]2[CH:32]=[CH:31][CH:30]=[C:29]([C:33]([F:36])([F:35])[F:34])[CH:28]=2)[C:19]([O:23][CH2:24][CH2:25][NH2:26])=[C:20]([Br:22])[CH:21]=1)=[O:15])[CH2:2][CH2:3][CH2:4][CH2:5][CH2:6][CH2:7][CH2:8][CH2:9][CH2:10][CH2:11][CH3:12].C(N(CC)CC)C.Cl[C:45]([O:47][CH3:48])=[O:46], predict the reaction product. The product is: [CH3:48][O:47][C:45](=[O:46])[NH:26][CH2:25][CH2:24][O:23][C:19]1[C:20]([Br:22])=[CH:21][C:16]([C:14](=[O:15])[NH:13][CH2:1][CH2:2][CH2:3][CH2:4][CH2:5][CH2:6][CH2:7][CH2:8][CH2:9][CH2:10][CH2:11][CH3:12])=[CH:17][C:18]=1[C:27]1[CH:32]=[CH:31][CH:30]=[C:29]([C:33]([F:36])([F:34])[F:35])[CH:28]=1. (9) Given the reactants [C:1]([O:5][C:6]([N:8]1[CH2:13][CH2:12][CH:11]([N:14](C(OCC2C=CC=CC=2)=O)[CH3:15])[CH2:10][CH2:9]1)=[O:7])([CH3:4])([CH3:3])[CH3:2], predict the reaction product. The product is: [C:1]([O:5][C:6]([N:8]1[CH2:9][CH2:10][CH:11]([NH:14][CH3:15])[CH2:12][CH2:13]1)=[O:7])([CH3:4])([CH3:3])[CH3:2].